This data is from Reaction yield outcomes from USPTO patents with 853,638 reactions. The task is: Predict the reaction yield, written as a fraction of the theoretical maximum amount of product (1.0 means a 100% yield; for example, 0.34 means a 34% yield). (1) The reactants are [OH:1][C:2]1[CH:26]=[CH:25][C:5]2[N:6]=[C:7]([C:9]([NH:11][CH:12]3[CH2:17][CH2:16][N:15]([C:18]([O:20][C:21]([CH3:24])([CH3:23])[CH3:22])=[O:19])[CH2:14][CH2:13]3)=[O:10])[O:8][C:4]=2[CH:3]=1.N(C(OC(C)C)=O)=NC(OC(C)C)=O.[F:41][C:42]([F:57])([F:56])[C:43]1[CH:48]=[CH:47][C:46]([N:49]2[CH2:54][CH2:53][CH:52](O)[CH2:51][CH2:50]2)=[CH:45][CH:44]=1.C1(P(C2C=CC=CC=2)C2C=CC=CC=2)C=CC=CC=1. The catalyst is C1(C)C=CC=CC=1. The product is [F:57][C:42]([F:41])([F:56])[C:43]1[CH:44]=[CH:45][C:46]([N:49]2[CH2:54][CH2:53][CH:52]([O:1][C:2]3[CH:26]=[CH:25][C:5]4[N:6]=[C:7]([C:9]([NH:11][CH:12]5[CH2:13][CH2:14][N:15]([C:18]([O:20][C:21]([CH3:22])([CH3:23])[CH3:24])=[O:19])[CH2:16][CH2:17]5)=[O:10])[O:8][C:4]=4[CH:3]=3)[CH2:51][CH2:50]2)=[CH:47][CH:48]=1. The yield is 0.660. (2) The reactants are B(O)(O)[C@H]1N(C([C@@H](N)C(C)C)=O)CCC1.CS(O)(=O)=O.[Br-].[CH2:22]([O:24][C:25]([CH2:27][P+:28]([C:41]1[CH:46]=[CH:45][CH:44]=[CH:43][CH:42]=1)([C:35]1[CH:40]=[CH:39][CH:38]=[CH:37][CH:36]=1)[C:29]1[CH:34]=[CH:33][CH:32]=[CH:31][CH:30]=1)=[O:26])[CH3:23].O.[OH-].[Na+]. The catalyst is ClCCl.CCCCCCC. The product is [C:25]([CH:27]=[P:28]([C:41]1[CH:46]=[CH:45][CH:44]=[CH:43][CH:42]=1)([C:29]1[CH:30]=[CH:31][CH:32]=[CH:33][CH:34]=1)[C:35]1[CH:40]=[CH:39][CH:38]=[CH:37][CH:36]=1)([O:24][CH2:22][CH3:23])=[O:26]. The yield is 0.980. (3) The reactants are [C:1]([O:5][C:6]([N:8]([C@@H:14]1[C:22]2[C:17](=[C:18]([C:23]3[S:27][C:26]([C:28]4[CH:33]=[CH:32][C:31]([O:34][CH:35]([CH3:37])[CH3:36])=[C:30]([C:38]#[N:39])[CH:29]=4)=[N:25][CH:24]=3)[CH:19]=[CH:20][CH:21]=2)[CH2:16][CH2:15]1)[CH2:9][C:10]([O:12]C)=[O:11])=[O:7])([CH3:4])([CH3:3])[CH3:2].[OH-].[Na+]. The catalyst is CO. The product is [C:1]([O:5][C:6]([N:8]([C@@H:14]1[C:22]2[C:17](=[C:18]([C:23]3[S:27][C:26]([C:28]4[CH:33]=[CH:32][C:31]([O:34][CH:35]([CH3:36])[CH3:37])=[C:30]([C:38]#[N:39])[CH:29]=4)=[N:25][CH:24]=3)[CH:19]=[CH:20][CH:21]=2)[CH2:16][CH2:15]1)[CH2:9][C:10]([OH:12])=[O:11])=[O:7])([CH3:3])([CH3:2])[CH3:4]. The yield is 0.940.